Task: Predict the reactants needed to synthesize the given product.. Dataset: Full USPTO retrosynthesis dataset with 1.9M reactions from patents (1976-2016) Given the product [C:34]1([S:40]([OH:43])(=[O:42])=[O:41])[CH:39]=[CH:38][CH:37]=[CH:36][CH:35]=1.[CH3:1][C:2]1([CH2:6][O:7][C:8]2[CH:33]=[CH:32][C:11]3[N:12]([C:15]4[CH:24]=[CH:23][C:22]5[C:17](=[C:18]([N:25]6[CH2:26][CH2:27][CH:28]([NH2:31])[CH2:29][CH2:30]6)[CH:19]=[CH:20][CH:21]=5)[N:16]=4)[CH:13]=[N:14][C:10]=3[CH:9]=2)[CH2:5][O:4][CH2:3]1, predict the reactants needed to synthesize it. The reactants are: [CH3:1][C:2]1([CH2:6][O:7][C:8]2[CH:33]=[CH:32][C:11]3[N:12]([C:15]4[CH:24]=[CH:23][C:22]5[C:17](=[C:18]([N:25]6[CH2:30][CH2:29][CH:28]([NH2:31])[CH2:27][CH2:26]6)[CH:19]=[CH:20][CH:21]=5)[N:16]=4)[CH:13]=[N:14][C:10]=3[CH:9]=2)[CH2:5][O:4][CH2:3]1.[C:34]1([S:40]([OH:43])(=[O:42])=[O:41])[CH:39]=[CH:38][CH:37]=[CH:36][CH:35]=1.